Dataset: Forward reaction prediction with 1.9M reactions from USPTO patents (1976-2016). Task: Predict the product of the given reaction. (1) Given the reactants [Cl:1][C:2]1[N:6]([CH3:7])[N:5]=[C:4]([CH3:8])[C:3]=1[S:9](Cl)(=[O:11])=[O:10].[NH2:13][C:14]1[CH:15]=[C:16]([C:20]2[N:24]([CH3:25])[N:23]=[C:22]([NH:26][C:27](=[O:29])[CH3:28])[CH:21]=2)[CH:17]=[N:18][CH:19]=1.N1CCCC1, predict the reaction product. The product is: [Cl:1][C:2]1[N:6]([CH3:7])[N:5]=[C:4]([CH3:8])[C:3]=1[S:9]([NH:13][C:14]1[CH:15]=[C:16]([C:20]2[N:24]([CH3:25])[N:23]=[C:22]([NH:26][C:27](=[O:29])[CH3:28])[CH:21]=2)[CH:17]=[N:18][CH:19]=1)(=[O:11])=[O:10]. (2) The product is: [CH2:16]([NH:18][CH2:19][CH2:20][NH:21][C:9](=[O:10])[O:11][C:12]([CH3:13])([CH3:14])[CH3:15])[CH3:17]. Given the reactants [C:9](O[C:9]([O:11][C:12]([CH3:15])([CH3:14])[CH3:13])=[O:10])([O:11][C:12]([CH3:15])([CH3:14])[CH3:13])=[O:10].[CH2:16]([NH:18][CH2:19][CH2:20][NH2:21])[CH3:17], predict the reaction product. (3) Given the reactants C([O:3][C:4]([C:6]1[CH:7]=[N:8][N:9]([CH2:11][C:12]2[CH:17]=[CH:16][C:15]([C:18](C)(C)[O:19][SiH2]C(C)(C)C)=[CH:14][CH:13]=2)[CH:10]=1)=[O:5])C.O.[OH-].[Li+], predict the reaction product. The product is: [OH:19][CH2:18][C:15]1[CH:16]=[CH:17][C:12]([CH2:11][N:9]2[CH:10]=[C:6]([C:4]([OH:5])=[O:3])[CH:7]=[N:8]2)=[CH:13][CH:14]=1. (4) Given the reactants [Cl:1][C:2]1[CH:7]=[CH:6][C:5]([CH:8](I)[CH2:9][S:10]([C:13]2[CH:19]=[CH:18][C:16]([CH3:17])=[CH:15][CH:14]=2)(=[O:12])=[O:11])=[C:4]([F:21])[CH:3]=1.CCN(CC)CC.OS([O-])(=O)=O.[Na+].O, predict the reaction product. The product is: [Cl:1][C:2]1[CH:7]=[CH:6][C:5](/[CH:8]=[CH:9]/[S:10]([C:13]2[CH:19]=[CH:18][C:16]([CH3:17])=[CH:15][CH:14]=2)(=[O:12])=[O:11])=[C:4]([F:21])[CH:3]=1. (5) Given the reactants ClC1C=C(C=CC=1[C:11]1[CH:20]=[CH:19][C:18]2[C:13](=[CH:14][CH:15]=[C:16]([O:21]C)[CH:17]=2)[N:12]=1)C(O)=O.B(Br)(Br)Br.C(Cl)[Cl:28], predict the reaction product. The product is: [Cl:28][C:11]1[CH:20]=[CH:19][C:18]2[C:13](=[CH:14][CH:15]=[C:16]([OH:21])[CH:17]=2)[N:12]=1. (6) Given the reactants [NH2:1][C:2]1[CH:16]=[CH:15][CH:14]=[C:13]([F:17])[C:3]=1[C:4]([NH:6][C:7]1[CH:12]=[CH:11][CH:10]=[CH:9][CH:8]=1)=[O:5].[Cl:18][CH:19]([CH3:23])[C:20](Cl)=[O:21], predict the reaction product. The product is: [Cl:18][CH:19]([CH3:23])[C:20]([NH:1][C:2]1[CH:16]=[CH:15][CH:14]=[C:13]([F:17])[C:3]=1[C:4]([NH:6][C:7]1[CH:12]=[CH:11][CH:10]=[CH:9][CH:8]=1)=[O:5])=[O:21]. (7) Given the reactants [CH3:1][O:2][C:3]1[CH:4]=[C:5]([CH:19]=[CH:20][C:21]=1[O:22][CH3:23])[CH2:6][CH:7]1[C:16]2[C:11](=[CH:12][C:13]([O:17][CH3:18])=[CH:14][CH:15]=2)[CH2:10][CH2:9][NH:8]1.Br[CH2:25][C:26](Br)=[O:27].[CH3:29][O:30][C:31]1[CH:38]=[CH:37][C:34]([CH2:35][NH2:36])=[CH:33][CH:32]=1, predict the reaction product. The product is: [CH3:1][O:2][C:3]1[CH:4]=[C:5]([CH:19]=[CH:20][C:21]=1[O:22][CH3:23])[CH2:6][CH:7]1[C:16]2[C:11](=[CH:12][C:13]([O:17][CH3:18])=[CH:14][CH:15]=2)[CH2:10][CH2:9][N:8]1[CH2:25][C:26]([NH:36][CH2:35][C:34]1[CH:37]=[CH:38][C:31]([O:30][CH3:29])=[CH:32][CH:33]=1)=[O:27].